Dataset: Forward reaction prediction with 1.9M reactions from USPTO patents (1976-2016). Task: Predict the product of the given reaction. (1) Given the reactants [Br-:1].[NH2:2][CH2:3][CH2:4][CH2:5][N+:6]([CH2:9][CH2:10][NH:11][C:12]([C:14]1[C:19]([NH2:20])=[N:18][C:17]([NH2:21])=[C:16]([Cl:22])[N:15]=1)=[O:13])([CH3:8])[CH3:7].[C:23]1([CH3:34])[CH:28]=[CH:27][C:26]([CH2:29][S:30](Cl)(=[O:32])=[O:31])=[CH:25][CH:24]=1.CN1CCOCC1, predict the reaction product. The product is: [Br-:1].[NH2:20][C:19]1[C:14]([C:12]([NH:11][CH2:10][CH2:9][N+:6]([CH3:7])([CH3:8])[CH2:5][CH2:4][CH2:3][NH:2][S:30]([CH2:29][C:26]2[CH:27]=[CH:28][C:23]([CH3:34])=[CH:24][CH:25]=2)(=[O:32])=[O:31])=[O:13])=[N:15][C:16]([Cl:22])=[C:17]([NH2:21])[N:18]=1. (2) Given the reactants [C:1]1([S:11]([C:14]2[C:22]3[C:17](=[CH:18][CH:19]=[C:20]4[O:26][CH2:25][C@H:24]([CH2:27]O)[O:23][C:21]4=3)[NH:16][N:15]=2)(=[O:13])=[O:12])[C:10]2[C:5](=[CH:6][CH:7]=[CH:8][CH:9]=2)[CH:4]=[CH:3][CH:2]=1.C[S:30]([O:33]S(C)(=O)=O)(=[O:32])=[O:31].[CH2:38](N(CC)CC)C, predict the reaction product. The product is: [CH3:38][O:33][S:30]([CH2:27][C@H:24]1[O:23][C:21]2=[C:22]3[C:17](=[CH:18][CH:19]=[C:20]2[O:26][CH2:25]1)[NH:16][N:15]=[C:14]3[S:11]([C:1]1[C:10]2[C:5](=[CH:6][CH:7]=[CH:8][CH:9]=2)[CH:4]=[CH:3][CH:2]=1)(=[O:12])=[O:13])(=[O:32])=[O:31].